From a dataset of Forward reaction prediction with 1.9M reactions from USPTO patents (1976-2016). Predict the product of the given reaction. Given the reactants [Br:1][C:2]1[CH:11]=[N:10][CH:9]=[C:8]2[C:3]=1[CH:4]=[C:5]([C:12]([OH:14])=O)[CH:6]=[N:7]2.C(N1C=CN=C1)([N:17]1C=CN=C1)=O.[OH-].[NH4+], predict the reaction product. The product is: [Br:1][C:2]1[CH:11]=[N:10][CH:9]=[C:8]2[C:3]=1[CH:4]=[C:5]([C:12]([NH2:17])=[O:14])[CH:6]=[N:7]2.